Dataset: Forward reaction prediction with 1.9M reactions from USPTO patents (1976-2016). Task: Predict the product of the given reaction. (1) The product is: [NH2:1][C:2]1[C:11]2[C:6](=[C:7]([C:22]3[CH:23]=[N:24][C:25]([O:26][CH3:27])=[C:20]([F:19])[CH:21]=3)[CH:8]=[CH:9][CH:10]=2)[N:5]=[N:4][C:3]=1[C:13]([NH:15][CH:16]1[CH2:18][CH2:17]1)=[O:14]. Given the reactants [NH2:1][C:2]1[C:11]2[C:6](=[C:7](Br)[CH:8]=[CH:9][CH:10]=2)[N:5]=[N:4][C:3]=1[C:13]([NH:15][CH:16]1[CH2:18][CH2:17]1)=[O:14].[F:19][C:20]1[CH:21]=[C:22](B(O)O)[CH:23]=[N:24][C:25]=1[O:26][CH3:27], predict the reaction product. (2) The product is: [CH:22]1([CH2:25][NH:26][C:9]([NH:1][C:2]2[CH:7]=[CH:6][C:5]([OH:8])=[CH:4][CH:3]=2)=[O:10])[CH2:24][CH2:23]1. Given the reactants [NH2:1][C:2]1[CH:7]=[CH:6][C:5]([OH:8])=[CH:4][CH:3]=1.[C:9](Cl)(=O)[O:10]C1C=CC([N+]([O-])=O)=CC=1.[CH:22]1([CH2:25][NH2:26])[CH2:24][CH2:23]1.C(N(CC)CC)C, predict the reaction product. (3) The product is: [CH3:10][O:9][C@H:6]1[C:5]([CH3:12])([CH3:11])[O:4][C@@H:3]([O:13][C:14]2[C:23]([CH3:24])=[C:22]3[C:17]([CH:18]=[C:19]([NH:26][C:27](=[O:36])[C:28]4[CH:33]=[CH:32][CH:31]=[C:30]([N+:40]([O-:47])=[O:37])[CH:29]=4)[C:20](=[O:25])[O:21]3)=[CH:16][CH:15]=2)[C@@H:2]2[O:1][C:45](=[O:44])[O:8][C@H:7]12. Given the reactants [OH:1][C@@H:2]1[C@H:7]([OH:8])[C@@H:6]([O:9][CH3:10])[C:5]([CH3:12])([CH3:11])[O:4][C@H:3]1[O:13][C:14]1[C:23]([CH3:24])=[C:22]2[C:17]([CH:18]=[C:19]([NH:26][C:27](=[O:36])[C:28]3[CH:33]=[CH:32][C:31](OC)=[CH:30][CH:29]=3)[C:20](=[O:25])[O:21]2)=[CH:16][CH:15]=1.[OH-:37].[Li+].[Cl-].[NH4+:40].C1[CH2:45][O:44]CC1.C[OH:47].O, predict the reaction product. (4) Given the reactants [F:1][C:2]1([F:20])[CH2:6][N:5]([C:7]([C:9]2[N:10]=[C:11]([C:14]([O:16]CC)=[O:15])[S:12][CH:13]=2)=[O:8])[C@@H:4]([CH3:19])[CH2:3]1.O.O[Li:23].O, predict the reaction product. The product is: [F:20][C:2]1([F:1])[CH2:6][N:5]([C:7]([C:9]2[N:10]=[C:11]([C:14]([O-:16])=[O:15])[S:12][CH:13]=2)=[O:8])[C@@H:4]([CH3:19])[CH2:3]1.[Li+:23]. (5) Given the reactants Cl.[CH3:2][NH:3][O:4][CH3:5].[CH3:6][C:7]1[CH:16]=[CH:15][C:14]2[C:9](=[CH:10][CH:11]=[CH:12][C:13]=2[CH:17]2[CH2:22][CH2:21][N:20]([CH2:23][CH2:24][C:25]3[CH:34]=[CH:33][CH:32]=[C:31]4[C:26]=3[CH2:27][CH2:28][C:29]3[N:30]4[N:35]=[N:36][C:37]=3[C:38](OCC)=[O:39])[CH2:19][CH2:18]2)[N:8]=1, predict the reaction product. The product is: [CH3:2][N:3]([O:4][CH3:5])[C:38]([C:37]1[N:36]=[N:35][N:30]2[C:31]3[C:26](=[C:25]([CH2:24][CH2:23][N:20]4[CH2:21][CH2:22][CH:17]([C:13]5[CH:12]=[CH:11][CH:10]=[C:9]6[C:14]=5[CH:15]=[CH:16][C:7]([CH3:6])=[N:8]6)[CH2:18][CH2:19]4)[CH:34]=[CH:33][CH:32]=3)[CH2:27][CH2:28][C:29]=12)=[O:39]. (6) Given the reactants [ClH:1].C(OCC)C.[F:7][C:8]1([F:23])[CH2:12][CH2:11][N:10]([CH2:13][CH2:14][NH:15]C(=O)OC(C)(C)C)[CH2:9]1, predict the reaction product. The product is: [ClH:1].[ClH:1].[F:7][C:8]1([F:23])[CH2:12][CH2:11][N:10]([CH2:13][CH2:14][NH2:15])[CH2:9]1. (7) Given the reactants [C:1]([O:5][C:6]([C:8]1[C:9]([C:14]2[CH:19]=[CH:18][C:17]([Cl:20])=[CH:16][CH:15]=2)=[N:10][S:11][C:12]=1Br)=[O:7])([CH3:4])([CH3:3])[CH3:2].O.C([O-])([O-])=O.[Na+].[Na+], predict the reaction product. The product is: [C:1]([O:5][C:6]([C:8]1[C:9]([C:14]2[CH:19]=[CH:18][C:17]([Cl:20])=[CH:16][CH:15]=2)=[N:10][S:11][C:12]=1[C:14]1[CH:19]=[CH:18][CH:17]=[CH:16][CH:15]=1)=[O:7])([CH3:4])([CH3:3])[CH3:2].